Dataset: Catalyst prediction with 721,799 reactions and 888 catalyst types from USPTO. Task: Predict which catalyst facilitates the given reaction. (1) Reactant: C([O:5][C:6](=[O:36])[C:7]([CH3:35])([CH3:34])[CH2:8][NH:9][C:10]([C:12]1[N:13]=[C:14]([C:32]#[N:33])[C:15]2[C:20]([C:21]=1[OH:22])=[CH:19][CH:18]=[C:17]([O:23][C:24]1[CH:29]=[CH:28][C:27]([F:30])=[CH:26][C:25]=1[Cl:31])[CH:16]=2)=[O:11])(C)(C)C. Product: [Cl:31][C:25]1[CH:26]=[C:27]([F:30])[CH:28]=[CH:29][C:24]=1[O:23][C:17]1[CH:16]=[C:15]2[C:20]([C:21]([OH:22])=[C:12]([C:10]([NH:9][CH2:8][C:7]([CH3:35])([CH3:34])[C:6]([OH:36])=[O:5])=[O:11])[N:13]=[C:14]2[C:32]#[N:33])=[CH:19][CH:18]=1. The catalyst class is: 137. (2) Reactant: C(OC([N:8]1[CH2:11][CH:10]([C:12]2[CH:38]=[CH:37][C:15]3[C:16]4[C:20]([CH2:21][CH2:22][O:23][C:14]=3[CH:13]=2)=[CH:19][N:18]([C:24]2[N:25]([C:29]3[CH:34]=[CH:33][C:32]([F:35])=[CH:31][C:30]=3[F:36])[N:26]=[CH:27][N:28]=2)[N:17]=4)[CH2:9]1)=O)(C)(C)C.[ClH:39]. Product: [ClH:39].[NH:8]1[CH2:9][CH:10]([C:12]2[CH:38]=[CH:37][C:15]3[C:16]4[C:20]([CH2:21][CH2:22][O:23][C:14]=3[CH:13]=2)=[CH:19][N:18]([C:24]2[N:25]([C:29]3[CH:34]=[CH:33][C:32]([F:35])=[CH:31][C:30]=3[F:36])[N:26]=[CH:27][N:28]=2)[N:17]=4)[CH2:11]1. The catalyst class is: 12. (3) Reactant: C(O)(=O)C.[NH2:5][C:6]1[CH:7]=[C:8]([CH:21]=[CH:22][C:23]=1[NH:24][C:25]([C:27]1[O:28][C:29]([NH:32][C:33]2[CH:38]=[C:37]([F:39])[C:36]([F:40])=[CH:35][C:34]=2[F:41])=[N:30][N:31]=1)=O)[O:9][C@@H:10]1[CH2:15][CH2:14][C@H:13]([C:16]([O:18][CH2:19][CH3:20])=[O:17])[CH2:12][CH2:11]1. Product: [F:41][C:34]1[CH:35]=[C:36]([F:40])[C:37]([F:39])=[CH:38][C:33]=1[NH:32][C:29]1[O:28][C:27]([C:25]2[NH:5][C:6]3[CH:7]=[C:8]([O:9][C@@H:10]4[CH2:15][CH2:14][C@H:13]([C:16]([O:18][CH2:19][CH3:20])=[O:17])[CH2:12][CH2:11]4)[CH:21]=[CH:22][C:23]=3[N:24]=2)=[N:31][N:30]=1. The catalyst class is: 10. (4) Reactant: [C:1]([O:5][C:6]([NH:8][CH2:9][CH2:10][C:11]1[CH:28]=[CH:27][CH:26]=[CH:25][C:12]=1[CH2:13][NH:14]C(=O)OCC1C=CC=CC=1)=[O:7])([CH3:4])([CH3:3])[CH3:2]. Product: [NH2:14][CH2:13][C:12]1[CH:25]=[CH:26][CH:27]=[CH:28][C:11]=1[CH2:10][CH2:9][NH:8][C:6](=[O:7])[O:5][C:1]([CH3:3])([CH3:2])[CH3:4]. The catalyst class is: 29. (5) Reactant: N[C@@H:2]([CH2:21][S:22]([CH2:25][C:26]1[CH:31]=[CH:30][CH:29]=[CH:28][CH:27]=1)(=[O:24])=[O:23])[C:3]([NH:5][CH:6]([CH:10]([C:12]1[S:13][C:14]2[CH:20]=[CH:19][CH:18]=[CH:17][C:15]=2[N:16]=1)[OH:11])[CH2:7][CH2:8][CH3:9])=[O:4].[CH:32](=O)[C:33]1[CH:38]=[CH:37][CH:36]=[CH:35][CH:34]=1.[C:40]([BH3-])#[N:41]. Product: [S:13]1[C:14]2[CH:20]=[CH:19][CH:18]=[CH:17][C:15]=2[N:16]=[C:12]1[CH:10]([OH:11])[CH:6]([NH:5][C:3](=[O:4])[C@@H:2]([N:41]([CH2:40][C:14]1[CH:20]=[CH:19][CH:18]=[CH:17][CH:15]=1)[CH2:32][C:33]1[CH:38]=[CH:37][CH:36]=[CH:35][CH:34]=1)[CH2:21][S:22]([CH2:25][C:26]1[CH:31]=[CH:30][CH:29]=[CH:28][CH:27]=1)(=[O:24])=[O:23])[CH2:7][CH2:8][CH3:9]. The catalyst class is: 477. (6) Reactant: [Br:1][C:2]1[CH:3]=[C:4]2[C:8](=[C:9]([C:11]([NH2:13])=[O:12])[CH:10]=1)[NH:7][N:6]=[C:5]2[CH:14]1[CH2:19][CH2:18][N:17]([S:20]([CH2:23][CH2:24][CH2:25]Cl)(=[O:22])=[O:21])[CH2:16][CH2:15]1.C([O-])([O-])=O.[K+].[K+].[I-].[Na+].[CH3:35][NH:36][CH3:37]. Product: [Br:1][C:2]1[CH:3]=[C:4]2[C:8](=[C:9]([C:11]([NH2:13])=[O:12])[CH:10]=1)[NH:7][N:6]=[C:5]2[CH:14]1[CH2:19][CH2:18][N:17]([S:20]([CH2:23][CH2:24][CH2:25][N:36]([CH3:37])[CH3:35])(=[O:22])=[O:21])[CH2:16][CH2:15]1. The catalyst class is: 3. (7) Reactant: [N:1]1([CH2:7][C:8]2[CH:13]=[CH:12][C:11]([C:14]3[N:22]4[C:17]([CH:18]=[CH:19][CH:20]=[CH:21]4)=[CH:16][C:15]=3[CH2:23][OH:24])=[CH:10][CH:9]=2)[CH2:6][CH2:5][O:4][CH2:3][CH2:2]1. Product: [N:1]1([CH2:7][C:8]2[CH:9]=[CH:10][C:11]([C:14]3[N:22]4[C:17]([CH:18]=[CH:19][CH:20]=[CH:21]4)=[CH:16][C:15]=3[CH:23]=[O:24])=[CH:12][CH:13]=2)[CH2:6][CH2:5][O:4][CH2:3][CH2:2]1. The catalyst class is: 697. (8) Reactant: ClC1N=[CH:4][C:5]2[N:6]([C:8]([C:11]3[CH:18]=[CH:17][C:14]([C:15]#[N:16])=[CH:13][CH:12]=3)=[CH:9][N:10]=2)C=1.[C:19]([O-])([O-])=O.[K+].[K+].[CH:25]([O:28][C:29]1[CH:34]=[C:33](B2OC(C)(C)C(C)(C)O2)[CH:32]=[CH:31][C:30]=1[C:44]([N:46]1[CH2:51][CH2:50][N:49]([CH3:52])[CH2:48][CH2:47]1)=[O:45])([CH3:27])[CH3:26].C[N:54]([CH:56]=O)C. Product: [CH:25]([O:28][C:29]1[CH:34]=[C:33]([C:56]2[CH:19]=[CH:4][C:5]3[N:6]([C:8]([C:11]4[CH:12]=[CH:13][C:14]([C:15]#[N:16])=[CH:17][CH:18]=4)=[CH:9][N:10]=3)[N:54]=2)[CH:32]=[CH:31][C:30]=1[C:44]([N:46]1[CH2:47][CH2:48][N:49]([CH3:52])[CH2:50][CH2:51]1)=[O:45])([CH3:26])[CH3:27]. The catalyst class is: 587.